This data is from Catalyst prediction with 721,799 reactions and 888 catalyst types from USPTO. The task is: Predict which catalyst facilitates the given reaction. (1) Reactant: [C:9](O[C:9]([O:11][C:12]([CH3:15])([CH3:14])[CH3:13])=[O:10])([O:11][C:12]([CH3:15])([CH3:14])[CH3:13])=[O:10].Cl.[NH2:17][C@@H:18]([C:22]1[CH:27]=[CH:26][C:25]([Cl:28])=[C:24]([O:29][C:30]2[CH:35]=[CH:34][CH:33]=[CH:32][CH:31]=2)[C:23]=1[F:36])[CH2:19][CH2:20][OH:21].C(=O)([O-])O.[Na+]. Product: [C:12]([O:11][C:9](=[O:10])[NH:17][C@@H:18]([C:22]1[CH:27]=[CH:26][C:25]([Cl:28])=[C:24]([O:29][C:30]2[CH:31]=[CH:32][CH:33]=[CH:34][CH:35]=2)[C:23]=1[F:36])[CH2:19][CH2:20][OH:21])([CH3:13])([CH3:14])[CH3:15]. The catalyst class is: 12. (2) Reactant: [NH2:1][C:2]1[CH:19]=[CH:18][C:5]([CH2:6][NH:7][C:8](=[O:17])[C:9]2[CH:14]=[CH:13][C:12]([O:15][CH3:16])=[CH:11][CH:10]=2)=[CH:4][CH:3]=1.S(O)(O)(=O)=O.Cl[C:26]1[NH:27][CH2:28][CH2:29][N:30]=1. Product: [NH:30]1[CH2:29][CH2:28][N:27]=[C:26]1[NH:1][C:2]1[CH:19]=[CH:18][C:5]([CH2:6][NH:7][C:8](=[O:17])[C:9]2[CH:14]=[CH:13][C:12]([O:15][CH3:16])=[CH:11][CH:10]=2)=[CH:4][CH:3]=1. The catalyst class is: 41.